Dataset: NCI-60 drug combinations with 297,098 pairs across 59 cell lines. Task: Regression. Given two drug SMILES strings and cell line genomic features, predict the synergy score measuring deviation from expected non-interaction effect. (1) Drug 1: CC(C)(C#N)C1=CC(=CC(=C1)CN2C=NC=N2)C(C)(C)C#N. Drug 2: C1CC(=O)NC(=O)C1N2C(=O)C3=CC=CC=C3C2=O. Cell line: SR. Synergy scores: CSS=3.77, Synergy_ZIP=0.726, Synergy_Bliss=-5.42, Synergy_Loewe=-3.79, Synergy_HSA=-2.81. (2) Drug 1: CCC1=C2CN3C(=CC4=C(C3=O)COC(=O)C4(CC)O)C2=NC5=C1C=C(C=C5)O. Drug 2: C(CCl)NC(=O)N(CCCl)N=O. Cell line: NCI-H460. Synergy scores: CSS=61.4, Synergy_ZIP=0.305, Synergy_Bliss=2.88, Synergy_Loewe=-42.4, Synergy_HSA=4.50. (3) Drug 1: CC1=CC2C(CCC3(C2CCC3(C(=O)C)OC(=O)C)C)C4(C1=CC(=O)CC4)C. Drug 2: CCC(=C(C1=CC=CC=C1)C2=CC=C(C=C2)OCCN(C)C)C3=CC=CC=C3.C(C(=O)O)C(CC(=O)O)(C(=O)O)O. Cell line: LOX IMVI. Synergy scores: CSS=-2.01, Synergy_ZIP=-6.59, Synergy_Bliss=-15.0, Synergy_Loewe=-18.6, Synergy_HSA=-13.9. (4) Drug 1: C1=NC2=C(N1)C(=S)N=C(N2)N. Drug 2: CCN(CC)CCNC(=O)C1=C(NC(=C1C)C=C2C3=C(C=CC(=C3)F)NC2=O)C. Cell line: K-562. Synergy scores: CSS=30.7, Synergy_ZIP=-2.97, Synergy_Bliss=-6.70, Synergy_Loewe=-13.9, Synergy_HSA=-7.72. (5) Drug 1: CC1=C2C(C(=O)C3(C(CC4C(C3C(C(C2(C)C)(CC1OC(=O)C(C(C5=CC=CC=C5)NC(=O)OC(C)(C)C)O)O)OC(=O)C6=CC=CC=C6)(CO4)OC(=O)C)O)C)O. Drug 2: CNC(=O)C1=NC=CC(=C1)OC2=CC=C(C=C2)NC(=O)NC3=CC(=C(C=C3)Cl)C(F)(F)F. Cell line: NCIH23. Synergy scores: CSS=2.21, Synergy_ZIP=13.0, Synergy_Bliss=13.3, Synergy_Loewe=10.7, Synergy_HSA=11.7. (6) Drug 1: CCCS(=O)(=O)NC1=C(C(=C(C=C1)F)C(=O)C2=CNC3=C2C=C(C=N3)C4=CC=C(C=C4)Cl)F. Drug 2: CN1CCC(CC1)COC2=C(C=C3C(=C2)N=CN=C3NC4=C(C=C(C=C4)Br)F)OC. Cell line: NCI-H522. Synergy scores: CSS=24.5, Synergy_ZIP=-6.36, Synergy_Bliss=2.83, Synergy_Loewe=-2.25, Synergy_HSA=2.24.